This data is from Catalyst prediction with 721,799 reactions and 888 catalyst types from USPTO. The task is: Predict which catalyst facilitates the given reaction. (1) Reactant: [CH3:1][N:2]1[CH2:15][CH2:14][C:5]2[NH:6][C:7]3[CH:8]=[CH:9][C:10]([CH3:13])=[CH:11][C:12]=3[C:4]=2[CH2:3]1.P([O-])([O-])([O-])=O.[K+].[K+].[K+].Br[CH:25]=[C:26]([C:28]1[CH:33]=[CH:32][CH:31]=[C:30]([F:34])[CH:29]=1)[CH3:27]. Product: [F:34][C:30]1[CH:29]=[C:28](/[C:26](/[CH3:27])=[CH:25]/[N:6]2[C:7]3[CH:8]=[CH:9][C:10]([CH3:13])=[CH:11][C:12]=3[C:4]3[CH2:3][N:2]([CH3:1])[CH2:15][CH2:14][C:5]2=3)[CH:33]=[CH:32][CH:31]=1. The catalyst class is: 122. (2) Reactant: C([O-])([O-])=O.[K+].[K+].Cl[CH2:8][C:9]1[CH:14]=[CH:13][C:12]([O:15][CH3:16])=[CH:11][CH:10]=1.[Cl:17][C:18]1[CH:23]=[CH:22][N:21]=[C:20]2[NH:24][N:25]=[C:26]([I:27])[C:19]=12. Product: [Cl:17][C:18]1[CH:23]=[CH:22][N:21]=[C:20]2[N:24]([CH2:8][C:9]3[CH:14]=[CH:13][C:12]([O:15][CH3:16])=[CH:11][CH:10]=3)[N:25]=[C:26]([I:27])[C:19]=12. The catalyst class is: 3. (3) Reactant: [NH:1]1[CH2:6][CH2:5][CH:4]([CH2:7][NH:8][C:9]2[N:14]=[CH:13][CH:12]=[CH:11][N:10]=2)[CH2:3][CH2:2]1.N1CCCCC1.C(Cl)CCl.C1C=CC2N(O)N=NC=2C=1.[S:35]1[CH:39]=[CH:38][CH:37]=[C:36]1[CH2:40][CH2:41][CH2:42][C:43](O)=[O:44]. Product: [N:14]1[CH:13]=[CH:12][CH:11]=[N:10][C:9]=1[NH:8][CH2:7][CH:4]1[CH2:5][CH2:6][N:1]([C:43](=[O:44])[CH2:42][CH2:41][CH2:40][C:36]2[S:35][CH:39]=[CH:38][CH:37]=2)[CH2:2][CH2:3]1. The catalyst class is: 3. (4) The catalyst class is: 1. Product: [F:30]/[C:29](=[C:39](/[C:2]1[CH:11]=[C:10]2[C:5]([C:6]([CH3:19])([CH3:20])[CH2:7][CH:8]=[C:9]2[C:12]([CH3:15])([CH3:14])[CH3:13])=[CH:4][C:3]=1[O:21][CH2:22][CH3:23])\[CH3:40])/[C:27]([O:26][CH2:25][CH3:24])=[O:28]. Reactant: Br[C:2]1[CH:11]=[C:10]2[C:5]([C:6]([CH3:20])([CH3:19])[CH2:7][C:8](C(=O)C)=[C:9]2[C:12]([CH3:15])([CH3:14])[CH3:13])=[CH:4][C:3]=1[O:21][CH2:22][CH3:23].[CH3:24][CH2:25][O:26][C:27]([CH:29](P(OCC)(OCC)=O)[F:30])=[O:28].[CH:39]([N-]C(C)C)(C)[CH3:40].[Li+]. (5) Reactant: [Cl:1][C:2]1[N:10]=[C:9]2[C:5]([NH:6][CH:7]=[N:8]2)=[C:4](Cl)[N:3]=1.[CH3:12][CH:13]1[CH2:21][C:20]2[C:15](=[CH:16][CH:17]=[CH:18][CH:19]=2)[NH:14]1. Product: [CH3:12][C:13]1[N:14]([C:4]2[N:3]=[C:2]([Cl:1])[N:10]=[C:9]3[C:5]=2[N:6]=[CH:7][NH:8]3)[C:15]2[C:20]([CH:21]=1)=[CH:19][CH:18]=[CH:17][CH:16]=2. The catalyst class is: 51.